Dataset: Full USPTO retrosynthesis dataset with 1.9M reactions from patents (1976-2016). Task: Predict the reactants needed to synthesize the given product. (1) The reactants are: C([O:3][C:4](=[O:32])[CH2:5][S:6][C:7]1[S:11][C:10]([NH:12][C:13]([N:15]([C:22]2[CH:27]=[CH:26][C:25]([O:28][CH3:29])=[C:24]([F:30])[C:23]=2[F:31])[CH2:16][CH:17]2[CH2:21][CH2:20][CH2:19][CH2:18]2)=[O:14])=[N:9][CH:8]=1)C.C1(CN(C2C=CC(S(C)(=O)=O)=CC=2)C(=O)NC2SC=C(CC(O)=O)N=2)CCCC1.C1(CNC2C=CC(OC)=C(F)C=2F)CCCC1.C(OC(=O)CSC1SC(N)=NC=1)C. Given the product [CH:17]1([CH2:16][N:15]([C:22]2[CH:27]=[CH:26][C:25]([O:28][CH3:29])=[C:24]([F:30])[C:23]=2[F:31])[C:13](=[O:14])[NH:12][C:10]2[S:11][C:7]([S:6][CH2:5][C:4]([OH:32])=[O:3])=[CH:8][N:9]=2)[CH2:21][CH2:20][CH2:19][CH2:18]1, predict the reactants needed to synthesize it. (2) Given the product [CH3:23][C@H:18]1[C:17](=[O:24])[N:16]([CH3:15])[CH2:21][C@H:20]([CH3:22])[N:19]1[C:2]1[O:3][C:4]2[C:5](=[C:7]([C:11]([O:13][CH3:14])=[O:12])[CH:8]=[CH:9][CH:10]=2)[N:6]=1, predict the reactants needed to synthesize it. The reactants are: Cl[C:2]1[O:3][C:4]2[C:5](=[C:7]([C:11]([O:13][CH3:14])=[O:12])[CH:8]=[CH:9][CH:10]=2)[N:6]=1.[CH3:15][N:16]1[CH2:21][C@H:20]([CH3:22])[NH:19][C@@H:18]([CH3:23])[C:17]1=[O:24].C(=O)([O-])[O-].[K+].[K+]. (3) Given the product [CH3:3][NH:4][C:5]1[CH:6]=[CH:7][C:8]2[N:9]([N:11]=[C:12]([C:25]3[CH:30]=[CH:29][CH:28]=[CH:27][CH:26]=3)[C:13]=2[CH2:14][C:15]2[N:20]=[C:19]([C:21]([OH:23])=[O:22])[CH:18]=[CH:17][CH:16]=2)[CH:10]=1, predict the reactants needed to synthesize it. The reactants are: [OH-].[K+].[CH3:3][NH:4][C:5]1[CH:6]=[CH:7][C:8]2[N:9]([N:11]=[C:12]([C:25]3[CH:30]=[CH:29][CH:28]=[CH:27][CH:26]=3)[C:13]=2[CH2:14][C:15]2[N:20]=[C:19]([C:21]([O:23]C)=[O:22])[CH:18]=[CH:17][CH:16]=2)[CH:10]=1.Cl. (4) The reactants are: [H-].[Na+].[CH3:3][O:4][C:5]1[CH:15]=[CH:14][C:8]2[N:9]([CH3:13])[C:10](=[O:12])[NH:11][C:7]=2[CH:6]=1.ICC[CH2:19][C:20]([CH3:25])([N+:22]([O-:24])=[O:23])[CH3:21].[CH3:26]N(C=O)C. Given the product [CH3:3][O:4][C:5]1[CH:15]=[CH:14][C:8]2[N:9]([CH2:13][CH2:19][C:20]([CH3:25])([N+:22]([O-:24])=[O:23])[CH3:21])[C:10](=[O:12])[N:11]([CH3:26])[C:7]=2[CH:6]=1, predict the reactants needed to synthesize it. (5) Given the product [OH:45][C:2]1[C:11]2[C:6](=[C:7]([CH3:14])[C:8]([O:12][CH3:13])=[CH:9][CH:10]=2)[N:5]=[C:4]([C:15]2[CH:16]=[N:17][N:18]([CH2:20][CH2:21][N:22]3[CH2:27][CH2:26][O:25][CH2:24][CH2:23]3)[CH:19]=2)[CH:3]=1, predict the reactants needed to synthesize it. The reactants are: Cl[C:2]1[C:11]2[C:6](=[C:7]([CH3:14])[C:8]([O:12][CH3:13])=[CH:9][CH:10]=2)[N:5]=[C:4]([C:15]2[CH:16]=[N:17][N:18]([CH2:20][CH2:21][N:22]3[CH2:27][CH2:26][O:25][CH2:24][CH2:23]3)[CH:19]=2)[CH:3]=1.C(N1C=C(C2C=C([OH:45])C3C(=C(C)C(OC)=CC=3)N=2)C=N1)C. (6) Given the product [CH2:1]([C@H:8]([NH:39][C:40](=[O:46])[O:41][C:42]([CH3:45])([CH3:44])[CH3:43])[C@@H:9]([O:31][Si:32]([C:35]([CH3:38])([CH3:37])[CH3:36])([CH3:34])[CH3:33])[CH2:10][C@@H:11]([NH:20][C:21]([O:23][CH2:24][C:25]1[CH:30]=[CH:29][CH:28]=[CH:27][CH:26]=1)=[O:22])[CH2:12][C:13]1[CH:18]=[CH:17][C:16]([C:53]2[CH:52]=[CH:51][C:50]([CH3:49])=[CH:55][N:54]=2)=[CH:15][CH:14]=1)[C:2]1[CH:7]=[CH:6][CH:5]=[CH:4][CH:3]=1, predict the reactants needed to synthesize it. The reactants are: [CH2:1]([C@H:8]([NH:39][C:40](=[O:46])[O:41][C:42]([CH3:45])([CH3:44])[CH3:43])[C@@H:9]([O:31][Si:32]([C:35]([CH3:38])([CH3:37])[CH3:36])([CH3:34])[CH3:33])[CH2:10][C@@H:11]([NH:20][C:21]([O:23][CH2:24][C:25]1[CH:30]=[CH:29][CH:28]=[CH:27][CH:26]=1)=[O:22])[CH2:12][C:13]1[CH:18]=[CH:17][C:16](Br)=[CH:15][CH:14]=1)[C:2]1[CH:7]=[CH:6][CH:5]=[CH:4][CH:3]=1.[Li+].[Cl-].[CH3:49][C:50]1[CH:51]=[CH:52][C:53]([Sn](CCCC)(CCCC)CCCC)=[N:54][CH:55]=1. (7) Given the product [C:8]([C:6]1[CH:5]=[CH:4][N:3]=[C:2]([NH:19][CH2:18][CH2:17][C:16]([O:15][C:11]([CH3:14])([CH3:13])[CH3:12])=[O:20])[CH:7]=1)#[N:9], predict the reactants needed to synthesize it. The reactants are: Cl[C:2]1[CH:7]=[C:6]([C:8]#[N:9])[CH:5]=[CH:4][N:3]=1.Cl.[C:11]([O:15][C:16](=[O:20])[CH2:17][CH2:18][NH2:19])([CH3:14])([CH3:13])[CH3:12].CCN(C(C)C)C(C)C. (8) Given the product [Cl:23][C:16]1[N:17]=[CH:18][C:19]2[NH:20][C:6](=[O:5])[CH2:7][CH2:8][N:9]([CH2:10][CH2:11][O:12][CH3:13])[C:14]=2[N:15]=1, predict the reactants needed to synthesize it. The reactants are: C([O:5][C:6](=O)[CH2:7][CH2:8][N:9]([C:14]1[C:19]([N+:20]([O-])=O)=[CH:18][N:17]=[C:16]([Cl:23])[N:15]=1)[CH2:10][CH2:11][O:12][CH3:13])(C)(C)C.Cl.